Dataset: Peptide-MHC class II binding affinity with 134,281 pairs from IEDB. Task: Regression. Given a peptide amino acid sequence and an MHC pseudo amino acid sequence, predict their binding affinity value. This is MHC class II binding data. (1) The peptide sequence is WMTGRMGERQLQKIE. The MHC is DRB3_0101 with pseudo-sequence DRB3_0101. The binding affinity (normalized) is 0.278. (2) The peptide sequence is CGLFGKGSIVACAKF. The MHC is DRB1_0802 with pseudo-sequence DRB1_0802. The binding affinity (normalized) is 0.363. (3) The peptide sequence is AAGTYVAADAAAAST. The binding affinity (normalized) is 0.615. The MHC is HLA-DPA10103-DPB10301 with pseudo-sequence HLA-DPA10103-DPB10301. (4) The peptide sequence is DMGFDAAAPAPEHQP. The MHC is DRB1_1101 with pseudo-sequence DRB1_1101. The binding affinity (normalized) is 0. (5) The peptide sequence is HGGHVSCRVKLSALT. The MHC is DRB4_0101 with pseudo-sequence DRB4_0103. The binding affinity (normalized) is 0.451.